Dataset: Full USPTO retrosynthesis dataset with 1.9M reactions from patents (1976-2016). Task: Predict the reactants needed to synthesize the given product. (1) The reactants are: [CH2:1]([C:5]1[CH:10]=[CH:9][C:8]([C:11]#[C:12][C:13]2[CH:33]=[CH:32][C:16]([CH2:17][NH:18][C:19]3[CH:31]=[CH:30][C:22]4[O:23][C:24]([CH3:29])([CH3:28])[O:25][C:26](=[O:27])[C:21]=4[CH:20]=3)=[CH:15][CH:14]=2)=[CH:7][CH:6]=1)[CH2:2][CH2:3][CH3:4].[C:34]1([CH:44]=O)[C:43]2[C:38](=[CH:39][CH:40]=[CH:41][CH:42]=2)[CH:37]=[CH:36][CH:35]=1.C(O[BH-](OC(=O)C)OC(=O)C)(=O)C.[Na+]. Given the product [CH2:1]([C:5]1[CH:6]=[CH:7][C:8]([C:11]#[C:12][C:13]2[CH:33]=[CH:32][C:16]([CH2:17][N:18]([CH2:44][C:34]3[C:43]4[C:38](=[CH:39][CH:40]=[CH:41][CH:42]=4)[CH:37]=[CH:36][CH:35]=3)[C:19]3[CH:31]=[CH:30][C:22]4[O:23][C:24]([CH3:29])([CH3:28])[O:25][C:26](=[O:27])[C:21]=4[CH:20]=3)=[CH:15][CH:14]=2)=[CH:9][CH:10]=1)[CH2:2][CH2:3][CH3:4], predict the reactants needed to synthesize it. (2) Given the product [CH2:48]([O:47][CH2:46][C@@H:39]([NH:38][C:31]([NH:16][C@:8]([C:5]1[CH:4]=[CH:3][C:2]([Cl:1])=[CH:7][N:6]=1)([C:17]1[CH:22]=[C:21]([O:23][C:24]([F:29])([F:28])[CH:25]([F:27])[F:26])[CH:20]=[C:19]([F:30])[CH:18]=1)[CH2:9][C:10]1[CH:15]=[CH:14][CH:13]=[CH:12][CH:11]=1)=[O:34])[C@@H:40]([OH:45])[C:41]([F:44])([F:43])[F:42])[C:49]1[CH:54]=[CH:53][CH:52]=[CH:51][CH:50]=1, predict the reactants needed to synthesize it. The reactants are: [Cl:1][C:2]1[CH:3]=[CH:4][C:5]([C@:8]([C:17]2[CH:22]=[C:21]([O:23][C:24]([F:29])([F:28])[CH:25]([F:27])[F:26])[CH:20]=[C:19]([F:30])[CH:18]=2)([NH2:16])[CH2:9][C:10]2[CH:15]=[CH:14][CH:13]=[CH:12][CH:11]=2)=[N:6][CH:7]=1.[C:31]([O-:34])([O-])=O.[K+].[K+].O.[NH2:38][C@H:39]([CH2:46][O:47][CH2:48][C:49]1[CH:54]=[CH:53][CH:52]=[CH:51][CH:50]=1)[C@@H:40]([OH:45])[C:41]([F:44])([F:43])[F:42].